The task is: Predict the reaction yield, written as a fraction of the theoretical maximum amount of product (1.0 means a 100% yield; for example, 0.34 means a 34% yield).. This data is from Reaction yield outcomes from USPTO patents with 853,638 reactions. (1) The reactants are [NH:1]1[CH2:6][CH2:5][CH:4]([C:7]([OH:9])=[O:8])[CH2:3][CH2:2]1.[OH-].[Na+].Cl[C:13]([O:15][CH2:16][C:17]1[CH:22]=[CH:21][CH:20]=[CH:19][CH:18]=1)=[O:14].C1(C)C=CC=CC=1.Cl. The product is [C:13]([N:1]1[CH2:6][CH2:5][CH:4]([C:7]([OH:9])=[O:8])[CH2:3][CH2:2]1)([O:15][CH2:16][C:17]1[CH:22]=[CH:21][CH:20]=[CH:19][CH:18]=1)=[O:14]. The yield is 0.640. The catalyst is O. (2) The reactants are [CH3:1][O:2][C:3]1[CH:4]=[C:5]2[C:10](=[N:11][CH:12]=1)[N:9]=[CH:8][CH:7]=[C:6]2[N:13]1[CH2:18][CH2:17][N:16]([CH2:19][CH2:20][NH2:21])[CH2:15][CH2:14]1.[O-]S([O-])(=O)=O.[Na+].[Na+].[O:29]=[C:30]1[NH:35][C:34]2[N:36]=[C:37]([CH:40]=O)[CH:38]=[CH:39][C:33]=2[S:32][CH2:31]1.[BH4-].[Na+]. The catalyst is C(Cl)Cl.CCO.C(Cl)(Cl)Cl.CO. The yield is 0.500. The product is [CH3:1][O:2][C:3]1[CH:4]=[C:5]2[C:10](=[N:11][CH:12]=1)[N:9]=[CH:8][CH:7]=[C:6]2[N:13]1[CH2:18][CH2:17][N:16]([CH2:19][CH2:20][NH:21][CH2:40][C:37]2[CH:38]=[CH:39][C:33]3[S:32][CH2:31][C:30](=[O:29])[NH:35][C:34]=3[N:36]=2)[CH2:15][CH2:14]1. (3) The reactants are CO[C:3](=[O:26])[C:4]1[CH:9]=[CH:8][C:7]([O:10][CH2:11][C:12]2[C:13]([C:18]3[CH:23]=[CH:22][C:21]([F:24])=[CH:20][C:19]=3[F:25])=[N:14][O:15][C:16]=2[CH3:17])=[N:6][CH:5]=1.[NH2:27][CH:28]1[CH2:33][CH2:32][O:31][CH2:30][CH2:29]1. No catalyst specified. The product is [F:25][C:19]1[CH:20]=[C:21]([F:24])[CH:22]=[CH:23][C:18]=1[C:13]1[C:12]([CH2:11][O:10][C:7]2[CH:8]=[CH:9][C:4]([C:3]([NH:27][CH:28]3[CH2:33][CH2:32][O:31][CH2:30][CH2:29]3)=[O:26])=[CH:5][N:6]=2)=[C:16]([CH3:17])[O:15][N:14]=1. The yield is 0.920. (4) The reactants are [OH:1][C:2]1[N:10]=[CH:9][CH:8]=[CH:7][C:3]=1[C:4](O)=[O:5].C(Cl)(=O)C([Cl:14])=O.CN(C=O)C. The catalyst is ClCCl. The product is [O:1]=[C:2]1[C:3]([C:4]([Cl:14])=[O:5])=[CH:7][CH:8]=[CH:9][NH:10]1. The yield is 1.00. (5) The reactants are C[O:2][C:3]([C:5]1([NH:11][C:12]([O:14][CH2:15][C:16]2[O:17][CH:18]=[CH:19][CH:20]=2)=[O:13])[CH2:10][CH2:9][CH2:8][CH2:7][CH2:6]1)=[O:4].[OH-].[Na+]. The catalyst is O1CCCC1. The product is [O:17]1[CH:18]=[CH:19][CH:20]=[C:16]1[CH2:15][O:14][C:12]([NH:11][C:5]1([C:3]([OH:4])=[O:2])[CH2:10][CH2:9][CH2:8][CH2:7][CH2:6]1)=[O:13]. The yield is 0.740.